This data is from Full USPTO retrosynthesis dataset with 1.9M reactions from patents (1976-2016). The task is: Predict the reactants needed to synthesize the given product. Given the product [CH3:25][C:7]1[C:6]([C:4]([OH:5])=[O:3])=[CH:10][N:9]([CH2:11][C:12]2[CH:13]=[CH:14][C:15]([CH2:18][N:19]3[CH:23]=[C:22]([CH3:24])[CH:21]=[N:20]3)=[CH:16][CH:17]=2)[N:8]=1, predict the reactants needed to synthesize it. The reactants are: C([O:3][C:4]([C:6]1[C:7]([CH3:25])=[N:8][N:9]([CH2:11][C:12]2[CH:17]=[CH:16][C:15]([CH2:18][N:19]3[CH:23]=[C:22]([CH3:24])[CH:21]=[N:20]3)=[CH:14][CH:13]=2)[CH:10]=1)=[O:5])C.[OH-].[Na+].Cl.